Dataset: Catalyst prediction with 721,799 reactions and 888 catalyst types from USPTO. Task: Predict which catalyst facilitates the given reaction. (1) Reactant: [CH3:1][C:2]1[CH:7]=[C:6]([CH3:8])[CH:5]=[C:4]([CH:9]2[CH2:13][CH2:12][O:11][CH2:10]2)[C:3]=1[OH:14].Br[CH2:16][C:17]([O:19][CH3:20])=[O:18].C(=O)([O-])[O-].[Cs+].[Cs+]. Product: [CH3:1][C:2]1[CH:7]=[C:6]([CH3:8])[CH:5]=[C:4]([CH:9]2[CH2:13][CH2:12][O:11][CH2:10]2)[C:3]=1[O:14][CH2:16][C:17]([O:19][CH3:20])=[O:18]. The catalyst class is: 10. (2) Reactant: [CH2:1]([NH2:7])[CH:2]1[O:6][CH2:5][CH2:4][CH2:3]1.[OH-].[Na+].[C:10](=[S:12])=[S:11].Cl[CH2:14][CH2:15][CH2:16][C:17]([O:19][CH3:20])=[O:18]. Product: [CH3:20][O:19][C:17](=[O:18])[CH2:16][CH2:15][CH2:14][S:11][C:10](=[S:12])[NH:7][CH2:1][CH:2]1[CH2:3][CH2:4][CH2:5][O:6]1. The catalyst class is: 14. (3) Reactant: Br[C:2]1[CH:10]=[CH:9][CH:8]=[C:7]2[C:3]=1[CH2:4][CH2:5][C:6]2(OC)[C:11]1[CH:16]=[CH:15][CH:14]=[CH:13][CH:12]=1.[Li]CCCC.C([O:27]B(OC(C)C)OC(C)C)(C)C.C(O)(=O)C.OO. The catalyst class is: 20. Product: [C:11]1([C:6]2[C:7]3[C:3](=[C:2]([OH:27])[CH:10]=[CH:9][CH:8]=3)[CH2:4][CH:5]=2)[CH:16]=[CH:15][CH:14]=[CH:13][CH:12]=1. (4) Reactant: [C:1]([C:3]1[CH:4]=[C:5]2[C:10](=[CH:11][C:12]=1[O:13][C:14]1[CH:19]=[CH:18][C:17]([C:20](=[O:36])[NH:21][C:22]3[CH:27]=[CH:26][CH:25]=[C:24]([C:28]4[CH:33]=[CH:32][C:31]([CH3:34])=[C:30]([CH3:35])[CH:29]=4)[N:23]=3)=[CH:16][CH:15]=1)[O:9][CH2:8][CH2:7][CH:6]2[C:37]([O:39]C)=[O:38])#[N:2].O.[OH-].[Li+].O.Cl.O1CCOCC1. Product: [C:1]([C:3]1[CH:4]=[C:5]2[C:10](=[CH:11][C:12]=1[O:13][C:14]1[CH:19]=[CH:18][C:17]([C:20](=[O:36])[NH:21][C:22]3[CH:27]=[CH:26][CH:25]=[C:24]([C:28]4[CH:33]=[CH:32][C:31]([CH3:34])=[C:30]([CH3:35])[CH:29]=4)[N:23]=3)=[CH:16][CH:15]=1)[O:9][CH2:8][CH2:7][CH:6]2[C:37]([OH:39])=[O:38])#[N:2]. The catalyst class is: 1. (5) Reactant: [Si]([O:8][CH2:9][C@@H:10]1[C@@H:14]([O:15][Si:16]([CH:23]([CH3:25])[CH3:24])([CH:20]([CH3:22])[CH3:21])[CH:17]([CH3:19])[CH3:18])[CH2:13][C@H:12]([NH:26][C:27]2[C:32]([C:33]([C:35]3[S:36][CH:37]=[C:38]([CH2:40][CH2:41][C:42]4[CH:47]=[CH:46][CH:45]=[CH:44][CH:43]=4)[CH:39]=3)=[O:34])=[CH:31][N:30]=[CH:29][N:28]=2)[CH2:11]1)(C(C)(C)C)(C)C.Cl. Product: [OH:8][CH2:9][C@@H:10]1[C@@H:14]([O:15][Si:16]([CH:20]([CH3:21])[CH3:22])([CH:23]([CH3:24])[CH3:25])[CH:17]([CH3:19])[CH3:18])[CH2:13][C@H:12]([NH:26][C:27]2[C:32]([C:33]([C:35]3[S:36][CH:37]=[C:38]([CH2:40][CH2:41][C:42]4[CH:43]=[CH:44][CH:45]=[CH:46][CH:47]=4)[CH:39]=3)=[O:34])=[CH:31][N:30]=[CH:29][N:28]=2)[CH2:11]1. The catalyst class is: 14. (6) Reactant: Cl[CH2:2][CH2:3][CH2:4][S:5]([O:8][CH2:9][C:10]([CH3:24])([CH3:23])[C@@H:11]([OH:22])[C:12]([O:14][CH2:15][C:16]1[CH:17]=[N:18][CH:19]=[CH:20][CH:21]=1)=[O:13])(=[O:7])=[O:6].[N-:25]=[N+:26]=[N-:27].[Na+]. Product: [N:25]([CH2:2][CH2:3][CH2:4][S:5]([O:8][CH2:9][C:10]([CH3:24])([CH3:23])[C@@H:11]([OH:22])[C:12]([O:14][CH2:15][C:16]1[CH:17]=[N:18][CH:19]=[CH:20][CH:21]=1)=[O:13])(=[O:7])=[O:6])=[N+:26]=[N-:27]. The catalyst class is: 16. (7) Product: [C:14]([O:18][C:19]([N:21]1[CH2:28][CH:27]2[N:29]([C:30]([O:32][C:33]([CH3:36])([CH3:35])[CH3:34])=[O:31])[CH:23]([CH2:24][C:25]([C:40]3[S:44][C:43]([CH2:45][O:46][CH2:47][CH2:48][O:49][Si:5]([C:2]([CH3:4])([CH3:3])[CH3:1])([CH3:7])[CH3:6])=[N:42][CH:41]=3)=[C:26]2[C:37]([OH:39])=[O:38])[CH2:22]1)=[O:20])([CH3:15])([CH3:16])[CH3:17]. Reactant: [CH3:1][C:2]([Si:5](Cl)([CH3:7])[CH3:6])([CH3:4])[CH3:3].N1C=CN=C1.[C:14]([O:18][C:19]([N:21]1[CH2:28][CH:27]2[N:29]([C:30]([O:32][C:33]([CH3:36])([CH3:35])[CH3:34])=[O:31])[CH:23]([CH2:24][C:25]([C:40]3[S:44][C:43]([CH2:45][O:46][CH2:47][CH2:48][OH:49])=[N:42][CH:41]=3)=[C:26]2[C:37]([OH:39])=[O:38])[CH2:22]1)=[O:20])([CH3:17])([CH3:16])[CH3:15].C([O-])([O-])=O.[K+].[K+]. The catalyst class is: 278. (8) Reactant: [C:1]([O:9][C@H:10]([CH2:15][C:16]1[C:17]([CH2:26]Cl)=[C:18]2[C:22](=[C:23]([Cl:25])[CH:24]=1)[NH:21][N:20]=[CH:19]2)[C:11]([O:13][CH3:14])=[O:12])(=[O:8])[C:2]1[CH:7]=[CH:6][CH:5]=[CH:4][CH:3]=1.C(#N)C.[F:31][C:32]([F:36])([F:35])[CH2:33][NH2:34].C(=O)([O-])[O-].[K+].[K+]. Product: [C:1]([O:9][C@H:10]([CH2:15][C:16]1[C:17]([CH2:26][NH:34][CH2:33][C:32]([F:36])([F:35])[F:31])=[C:18]2[C:22](=[C:23]([Cl:25])[CH:24]=1)[NH:21][N:20]=[CH:19]2)[C:11]([O:13][CH3:14])=[O:12])(=[O:8])[C:2]1[CH:3]=[CH:4][CH:5]=[CH:6][CH:7]=1. The catalyst class is: 5.